From a dataset of Reaction yield outcomes from USPTO patents with 853,638 reactions. Predict the reaction yield, written as a fraction of the theoretical maximum amount of product (1.0 means a 100% yield; for example, 0.34 means a 34% yield). (1) The reactants are [NH2:1][C@H:2]1[CH2:7][CH2:6][C@H:5]([OH:8])[CH2:4][CH2:3]1.Cl[C:10]1[N:15]=[C:14]([C:16]2[C:24]3[C:19](=[CH:20][CH:21]=[CH:22][CH:23]=3)[N:18]([CH3:25])[CH:17]=2)[CH:13]=[CH:12][N:11]=1. The catalyst is CN1C(=O)CCC1. The product is [CH3:25][N:18]1[C:19]2[C:24](=[CH:23][CH:22]=[CH:21][CH:20]=2)[C:16]([C:14]2[CH:13]=[CH:12][N:11]=[C:10]([NH:1][C@H:2]3[CH2:7][CH2:6][C@H:5]([OH:8])[CH2:4][CH2:3]3)[N:15]=2)=[CH:17]1. The yield is 0.460. (2) The reactants are Cl.[C:2]1([C:26]2[CH:31]=[CH:30][CH:29]=[CH:28][CH:27]=2)[CH:7]=[CH:6][C:5]([CH2:8][CH2:9][C@@:10]([CH3:25])([S:21]([CH3:24])(=[O:23])=[O:22])[C:11]([NH:13][O:14]C2CCCCO2)=[O:12])=[CH:4][CH:3]=1. The catalyst is CO. The product is [C:2]1([C:26]2[CH:27]=[CH:28][CH:29]=[CH:30][CH:31]=2)[CH:3]=[CH:4][C:5]([CH2:8][CH2:9][C@@:10]([CH3:25])([S:21]([CH3:24])(=[O:23])=[O:22])[C:11]([NH:13][OH:14])=[O:12])=[CH:6][CH:7]=1. The yield is 0.550. (3) The reactants are C([O-])([O-])=O.[Cs+].[Cs+].[CH3:7][C:8]1[C:16]2[C:11](=[CH:12][CH:13]=[CH:14][CH:15]=2)[NH:10][N:9]=1.F[C:18]1[CH:25]=[CH:24][CH:23]=[CH:22][C:19]=1[C:20]#[N:21]. The catalyst is CN(C=O)C.[NH4+].[Cl-]. The product is [CH3:7][C:8]1[C:16]2[C:11](=[CH:12][CH:13]=[CH:14][CH:15]=2)[N:10]([C:18]2[CH:25]=[CH:24][CH:23]=[CH:22][C:19]=2[C:20]#[N:21])[N:9]=1. The yield is 0.890. (4) The reactants are [CH3:1][O:2][C:3]([C:5]1[S:6][C:7]([C:11]2[CH2:16][CH2:15][CH2:14][CH2:13][CH:12]=2)=[CH:8][C:9]=1[NH2:10])=[O:4].Br[C:18]1[CH:23]=[CH:22][CH:21]=[CH:20][CH:19]=1.C(=O)([O-])[O-].[Cs+].[Cs+].C1C=CC(P(C2C(C3C(P(C4C=CC=CC=4)C4C=CC=CC=4)=CC=C4C=3C=CC=C4)=C3C(C=CC=C3)=CC=2)C2C=CC=CC=2)=CC=1. The catalyst is O1CCOCC1.C(Cl)Cl.C1C=CC(/C=C/C(/C=C/C2C=CC=CC=2)=O)=CC=1.C1C=CC(/C=C/C(/C=C/C2C=CC=CC=2)=O)=CC=1.C1C=CC(/C=C/C(/C=C/C2C=CC=CC=2)=O)=CC=1.[Pd].[Pd]. The product is [CH3:1][O:2][C:3]([C:5]1[S:6][C:7]([C:11]2[CH2:16][CH2:15][CH2:14][CH2:13][CH:12]=2)=[CH:8][C:9]=1[NH:10][C:18]1[CH:23]=[CH:22][CH:21]=[CH:20][CH:19]=1)=[O:4]. The yield is 0.760.